From a dataset of Peptide-MHC class II binding affinity with 134,281 pairs from IEDB. Regression. Given a peptide amino acid sequence and an MHC pseudo amino acid sequence, predict their binding affinity value. This is MHC class II binding data. (1) The peptide sequence is GKNLVFSPGRKNGSF. The MHC is DRB5_0101 with pseudo-sequence DRB5_0101. The binding affinity (normalized) is 0.936. (2) The peptide sequence is NCVLKKSTNGLRIKS. The MHC is DRB1_0101 with pseudo-sequence DRB1_0101. The binding affinity (normalized) is 0.554. (3) The MHC is HLA-DPA10201-DPB10101 with pseudo-sequence HLA-DPA10201-DPB10101. The peptide sequence is EDDLLNRNNTFKPFA. The binding affinity (normalized) is 0.0606. (4) The peptide sequence is LRYRYGLFKQRIAKE. The MHC is DRB5_0101 with pseudo-sequence DRB5_0101. The binding affinity (normalized) is 0.626.